This data is from Catalyst prediction with 721,799 reactions and 888 catalyst types from USPTO. The task is: Predict which catalyst facilitates the given reaction. (1) Reactant: [CH2:1]([O:8][C@@H:9]1[C@H:13]([O:14][CH2:15][C:16]2[CH:21]=[CH:20][CH:19]=[CH:18][CH:17]=2)[C@@H:12]([CH2:22][O:23][CH2:24][C:25]2[CH:30]=[CH:29][CH:28]=[CH:27][CH:26]=2)[O:11][CH:10]1[OH:31])[C:2]1[CH:7]=[CH:6][CH:5]=[CH:4][CH:3]=1.[K+].[Br-].OP([O-])([O-])=O.[K+].[K+].CC1(C)N([O])C(C)(C)CCC1. Product: [CH2:1]([O:8][C@@H:9]1[C@H:13]([O:14][CH2:15][C:16]2[CH:21]=[CH:20][CH:19]=[CH:18][CH:17]=2)[C@@H:12]([CH2:22][O:23][CH2:24][C:25]2[CH:26]=[CH:27][CH:28]=[CH:29][CH:30]=2)[O:11][C:10]1=[O:31])[C:2]1[CH:7]=[CH:6][CH:5]=[CH:4][CH:3]=1. The catalyst class is: 237. (2) Reactant: [N:1]([C:4]1[CH:5]=[N:6][CH:7]=[CH:8][C:9]=1[O:10][CH3:11])=[C:2]=[S:3].[NH3:12]. Product: [CH3:11][O:10][C:9]1[CH:8]=[CH:7][N:6]=[CH:5][C:4]=1[NH:1][C:2]([NH2:12])=[S:3]. The catalyst class is: 5.